This data is from Forward reaction prediction with 1.9M reactions from USPTO patents (1976-2016). The task is: Predict the product of the given reaction. The product is: [CH2:1]([O:8][C:9]1[CH:10]=[C:11]([C:15]2[N:16]=[C:17]([O:25][CH2:27][CH3:28])[N:18]3[CH:23]=[CH:22][N:21]=[C:20]([Cl:24])[C:19]=23)[CH:12]=[CH:13][CH:14]=1)[C:2]1[CH:7]=[CH:6][CH:5]=[CH:4][CH:3]=1. Given the reactants [CH2:1]([O:8][C:9]1[CH:10]=[C:11]([C:15]2[NH:16][C:17](=[O:25])[N:18]3[CH:23]=[CH:22][N:21]=[C:20]([Cl:24])[C:19]=23)[CH:12]=[CH:13][CH:14]=1)[C:2]1[CH:7]=[CH:6][CH:5]=[CH:4][CH:3]=1.I[CH2:27][CH3:28], predict the reaction product.